This data is from Forward reaction prediction with 1.9M reactions from USPTO patents (1976-2016). The task is: Predict the product of the given reaction. (1) Given the reactants Br[C:2]1[N:6]([CH2:7][CH3:8])[CH:5]=[C:4]([C:9]([NH2:11])=[O:10])[CH:3]=1.C(=O)([O-])[O-].[Cs+].[Cs+].CC1(C)C(C)(C)OB([C:26]2[CH:31]=[CH:30][N:29]=[C:28]([NH:32][C:33](=[O:35])[CH3:34])[CH:27]=2)O1, predict the reaction product. The product is: [C:33]([NH:32][C:28]1[CH:27]=[C:26]([C:2]2[N:6]([CH2:7][CH3:8])[CH:5]=[C:4]([C:9]([NH2:11])=[O:10])[CH:3]=2)[CH:31]=[CH:30][N:29]=1)(=[O:35])[CH3:34]. (2) Given the reactants [Br:1][C:2]1[C:3]([NH2:8])=[N:4][N:5]([CH3:7])[CH:6]=1.O.[C:10]([OH:18])(=[O:17])[C:11]([CH2:13][C:14](O)=[O:15])=[CH2:12], predict the reaction product. The product is: [Br:1][C:2]1[C:3]([N:8]2[C:14](=[O:15])[CH2:13][CH:11]([C:10]([OH:18])=[O:17])[CH2:12]2)=[N:4][N:5]([CH3:7])[CH:6]=1. (3) Given the reactants COC1C=CC(N2CCN(CCC3C=CC=CC=3)CC2)=CC=1C.C[O:25][C:26]1[CH:31]=[CH:30][C:29]([N:32]2[CH2:37][CH2:36][N:35]([CH2:38][CH2:39][C:40]3[CH:45]=[CH:44][CH:43]=[CH:42][CH:41]=3)[CH2:34][CH2:33]2)=[C:28]([CH3:46])[CH:27]=1, predict the reaction product. The product is: [CH3:46][C:28]1[CH:27]=[C:26]([OH:25])[CH:31]=[CH:30][C:29]=1[N:32]1[CH2:33][CH2:34][N:35]([CH2:38][CH2:39][C:40]2[CH:41]=[CH:42][CH:43]=[CH:44][CH:45]=2)[CH2:36][CH2:37]1. (4) Given the reactants [F:1][C:2]([F:12])([F:11])[C@H:3]([OH:10])[CH2:4][C:5](OCC)=[O:6].[H-].[Al+3].[Li+].[H-].[H-].[H-], predict the reaction product. The product is: [F:1][C:2]([F:12])([F:11])[C@H:3]([OH:10])[CH2:4][CH2:5][OH:6]. (5) Given the reactants C1N(C[C:10](O)=[O:11])CCS(=O)(=O)C1.[CH3:13]CN=C=NCCCN(C)C.C1C=C[C:27]2[N:32](O)N=[N:30][C:28]=2[CH:29]=1.[CH2:34]1[CH2:39][C@:38]2([O:43][C@:42]3([CH:48]4[CH2:49][CH:50]5[CH2:52][CH:46]([CH2:47]4)[CH2:45][CH:44]3[CH2:51]5)[O:41][O:40]2)[CH2:37][CH2:36][C@H:35]1[CH2:53]N.O.C1(C)C=CC(S(O)(=O)=O)=CC=1, predict the reaction product. The product is: [CH3:29][C:28]([CH3:13])([CH2:27][NH:32][C:10]([CH2:53][C@@H:35]1[CH2:36][CH2:37][C@:38]2([O:43][C:42]3([CH:44]4[CH2:45][CH:46]5[CH2:52][CH:50]([CH2:51]4)[CH2:49][CH:48]3[CH2:47]5)[O:41][O:40]2)[CH2:39][CH2:34]1)=[O:11])[NH2:30]. (6) Given the reactants [CH2:1]([C:3]1[C:12]2[O:11][CH:10]([CH:13]([CH3:15])[CH3:14])[C:9](=O)[NH:8][C:7]=2[CH:6]=[CH:5][CH:4]=1)[CH3:2].B.O1CCCC1.Cl.C(=O)([O-])O.[Na+], predict the reaction product. The product is: [CH2:1]([C:3]1[C:12]2[O:11][CH:10]([CH:13]([CH3:14])[CH3:15])[CH2:9][NH:8][C:7]=2[CH:6]=[CH:5][CH:4]=1)[CH3:2].